This data is from Peptide-MHC class I binding affinity with 185,985 pairs from IEDB/IMGT. The task is: Regression. Given a peptide amino acid sequence and an MHC pseudo amino acid sequence, predict their binding affinity value. This is MHC class I binding data. (1) The peptide sequence is SIFERIREA. The MHC is HLA-A02:19 with pseudo-sequence HLA-A02:19. The binding affinity (normalized) is 0.349. (2) The binding affinity (normalized) is 0.127. The MHC is H-2-Kb with pseudo-sequence H-2-Kb. The peptide sequence is LLNILTIAV. (3) The peptide sequence is PSVEVKLPDY. The MHC is HLA-A30:02 with pseudo-sequence HLA-A30:02. The binding affinity (normalized) is 0.529. (4) The peptide sequence is QVPLRPMTFK. The MHC is HLA-A30:01 with pseudo-sequence HLA-A30:01. The binding affinity (normalized) is 0.258. (5) The peptide sequence is IVRQGIRQL. The MHC is HLA-B39:01 with pseudo-sequence HLA-B39:01. The binding affinity (normalized) is 0.0847. (6) The peptide sequence is RPVSPGKDI. The MHC is HLA-B27:05 with pseudo-sequence HLA-B27:05. The binding affinity (normalized) is 0.0847. (7) The peptide sequence is VMYASALVLL. The MHC is HLA-A02:02 with pseudo-sequence HLA-A02:02. The binding affinity (normalized) is 1.00. (8) The peptide sequence is AQFAPSASA. The MHC is HLA-A02:06 with pseudo-sequence HLA-A02:06. The binding affinity (normalized) is 0.796. (9) The peptide sequence is REILFHNTM. The MHC is HLA-A01:01 with pseudo-sequence HLA-A01:01. The binding affinity (normalized) is 0.0847. (10) The peptide sequence is SIINFEKL. The MHC is H-2-Kd with pseudo-sequence H-2-Kd. The binding affinity (normalized) is 0.